Dataset: Catalyst prediction with 721,799 reactions and 888 catalyst types from USPTO. Task: Predict which catalyst facilitates the given reaction. Reactant: [Cl:1][C:2]1[N:7]=[C:6]([C:8]([O:10]C)=O)[CH:5]=[C:4]([NH:12][CH3:13])[N:3]=1.Cl.[CH3:15][NH:16][O:17][CH3:18].C([Mg]Cl)(C)C.[NH4+].[Cl-]. Product: [Cl:1][C:2]1[N:7]=[C:6]([C:8]([N:16]([O:17][CH3:18])[CH3:15])=[O:10])[CH:5]=[C:4]([NH:12][CH3:13])[N:3]=1. The catalyst class is: 49.